From a dataset of Experimentally validated miRNA-target interactions with 360,000+ pairs, plus equal number of negative samples. Binary Classification. Given a miRNA mature sequence and a target amino acid sequence, predict their likelihood of interaction. (1) The miRNA is hsa-miR-1246 with sequence AAUGGAUUUUUGGAGCAGG. The protein sequence of the target gene is MNGHMSNRSSGYGVYPSQLNGYGSSPPYSQMDREHSSRTSAKALYEQRKNYARDSVSSVSDVSQYRVEHLTTFVLDRKDAMITVEDGIRKLKLLDAKGKVWTQDMILQVDDRAVSLIDLESKNELENFPLNTISHCQAVVHACSYDSILALVCKEPTQSKPDLHLFQCDEVKANLISEDIESAISDSKGGKQKRRPEALRMIAKADPGIPPPPRAPAPVPPGTVTQVDVRSRVAAWSAWAADQGDFEKPRQYHEQEETPEMMAARIDRDVQILNHILDDIEFFITKLQKAAEAFSELSKR.... Result: 0 (no interaction). (2) Result: 0 (no interaction). The protein sequence of the target gene is MNMVKRIMGRPRQEECSPQDNALGLMHLRRLFTELCHPPRHMTQKEQEEKLYMMLPVFNRVFGNAPPNTMTEKFSDLLQFTTQVSRLMVTEIRRRASNKSTEAASRAIVQFLEINQSEEASRGWMLLTTINLLASSGQKTVDCMTTMSVPSTLVKCLYLFFDLPHVPEAGGGAQNELPLAERRGLLQKAFVQILVKLCSFVSPAEELAQKDDLQLLFSAITSWCPPYNLPWRKSAGEVLMTISRHGLSVNVVKYIHEKECLSTCVQNMQQSDDLSPLEIVEMFAGLSCFLKDSSDVSQTL.... The miRNA is hsa-miR-7973 with sequence UGUGACCCUAGAAUAAUUAC. (3) The miRNA is hsa-miR-19a-3p with sequence UGUGCAAAUCUAUGCAAAACUGA. The protein sequence of the target gene is MAPEARASPRLLLRAALLLLAALLPVASSAGPPVDHPLKPRHVKLLSANMGLKVTWDPPKDATSRPVEHYNIAYGKSLKSLKSIKVNAETHSFLIKDVEKEVPNKPLRMRVRASDDRLSVAWKAPRLSGAKSPRRSRGFLLGYGESGRKMNYVPLTRDERSHEIKKLASESVYVVSLQSTNSQGQSQPVYRAALTKRKNAEEDELDVPEDISVRVMSSQSVLVAWVDPLVEKQKRVVASRQYTVRYREKGESARWDYKQVSNRRALVDSLIPDTVYEFAVRISQGERDGKWSASVFQRTP.... Result: 0 (no interaction). (4) The miRNA is hsa-miR-6722-3p with sequence UGCAGGGGUCGGGUGGGCCAGG. The protein sequence of the target gene is MASETEKTHALLQTCSTESLISSLGLGAFCLVADRLLQFSTIQQNDWLRALSDNAVHCVIGMWSWAVVTGIKKKTDFGEIILAGFLASVIDVDHFFLAGSMSLKAALTLPRRPFLHCSTVIPVVVLTLKFTMHLFKLKDSWCFLPWMLFISWTSHHIRDGIRHGLWICPFGKTSPLPFWLYVIITSSLPHICSFVMYLTGTRQMMSSKHGVRIDV. Result: 0 (no interaction). (5) The miRNA is hsa-miR-520d-3p with sequence AAAGUGCUUCUCUUUGGUGGGU. The protein sequence of the target gene is MSTQDERQINTEYAVSLLEQLKLFYEQQLFTDIVLIVEGTEFPCHKMVLATCSSYFRAMFMSGLSESKQTHVHLRNVDAATLQIIITYAYTGNLAMNDSTVEQLYETACFLQVEDVLQRCREYLIKKINAENCVRLLSFADLFSCEELKQSAKRMVEHKFTAVYHQDAFMQLSHDLLIDILSSDNLNVEKEETVREAAMLWLEYNTESRSQYLSSVLSQIRIDALSEVTQRAWFQGLPPNDKSVVVQGLYKSMPKFFKPRLGMTKEEMMIFIEASSENPCSLYSSVCYSPQAEKVYKLCS.... Result: 1 (interaction). (6) The miRNA is hsa-miR-3144-5p with sequence AGGGGACCAAAGAGAUAUAUAG. The protein sequence of the target gene is MERARRRGGGGSGGGRGRGGKNVGGPGLSKSRLYPQAQHSHYPHYSASATPNQSGGTSEIQELASKRVDIQKKRFYLDVKQSSRGRFLKIAEVWIGRGRQDNIRKSKLTLSLSVAAELKDCLGDFIEHYAHLGLKGHRQEHGQSKEQVSRRRQKHSAPSPPVSVGSEEHPHSVLKTDYIERDNRKYYLDLKENQRGRFLRIRQTMMRGTGMIGYFGHSLGQDQTIVLPAQGMIEFRDALVQLIEDYGEGDIEERRCGDDDPLELPEGTSFRVDNKRFYFDVGSNKYGIFLKVSEVRPPYR.... Result: 0 (no interaction). (7) The miRNA is mmu-miR-3075-5p with sequence UGUCUGGGAGCAGCCAAGGAC. The protein sequence of the target gene is MRNIMYFGGTCQSPALPALVRPPAPPLQPSLDIKPFLPFPLDTAAAVNLFPNFNAMDPIQKAVINHTFGVPLPHRRKQIISCNICQLRFNSDSQAAAHYKGTKHAKKLKALEAMKNKQKSVTAKDSAKTTFTSITTNTINTSSDKTDGTAGTPAISTTTTVEIRKSSVMTTEITSKVEKSPTTATGNSSCPSTETEEEKAKRLLYCSLCKVAVNSASQLEAHNSGTKHKTMLEARNGSGTIKAFPRAGVKGKGPVNKGNTGLQNKTFHCEICDVHVNSETQLKQHISSRRHKDRAAGKPP.... Result: 0 (no interaction). (8) The miRNA is mmu-miR-758-3p with sequence UUUGUGACCUGGUCCACUA. The protein sequence of the target gene is MARISFSYLCPASWYFTVPTVSPFLRQRVAFLGLFFIPCVLLLLLIMDLRHWATSLPRDRQYERYLARVGDLEATNTEDPNLNYGLVVDCGSSGSRIFVYFWPRHNGNPHDLLDIKQMRDRNSQPVVKKIKPGISAMADTPEHASDYLRPLLSFAAAHVPVKKHRETPLYILCTAGMRLLPERQQLAILADLVKDLPLEFDFLFSQSQAEVISGKQEGVYAWIGINFVLGRFDHEDESDSDTSVDSAAGRRRTVGILDMGGASLQIAYEVPTSASDLPPKQEEAAKILLAEFNLGCDVQH.... Result: 1 (interaction). (9) The miRNA is rno-miR-409a-3p with sequence AAUGUUGCUCGGUGAACCCC. The protein sequence of the target gene is MSMPDAMPLPGVGEELKQAKEIEDAEKYSFMATVTKAPKKQIQFADDMQEFTKFPTKTGRRSLSRSISQSSTDSYSSAASYTDSSDDEVSPREKQQTNSKGSSNFCVKNIKQAEFGRREIEIAEQDMSALISLRKRAQGEKPLAGAKIVGCTHITAQTAVLIETLCALGAQCRWSACNIYSTQNEVAAALAEAGVAVFAWKGESEDDFWWCIDRCVNMDGWQANMILDDGGDLTHWVYKKYPNVFKKIRGIVEESVTGVHRLYQLSKAGKLCVPAMNVNDSVTKQKFDNLYCCRESILDG.... Result: 0 (no interaction). (10) The miRNA is mmu-miR-124-5p with sequence CGUGUUCACAGCGGACCUUGAU. The protein sequence of the target gene is MSSSGGAPGASASSAPPAQEEGMTWWYRWLCRLSGVLGAVSCAISGLFNCITIHPLNIAAGVWMIMNAFILLLCEAPFCCQFIEFANTVAEKVDRLRSWQKAVFYCGMAVVPIVISLTLTTLLGNAIAFATGVLYGLSALGKKGDAISYARIQQQRQQADEEKLAETLEGEL. Result: 0 (no interaction).